Predict which catalyst facilitates the given reaction. From a dataset of Catalyst prediction with 721,799 reactions and 888 catalyst types from USPTO. (1) Reactant: [F:1][C:2]([F:7])([F:6])C(O)=O.[C:8]1([C@@H:14]2[NH:18][C:17](=[O:19])[CH:16]=[CH:15]2)[CH:13]=[CH:12][CH:11]=[CH:10][CH:9]=1.[CH3:20][C:21]([OH:23])=O.[CH3:24][C:25]([NH2:37])([C:27]1[CH:32]=[CH:31][CH:30]=[C:29]([C:33]([F:36])([F:35])[F:34])[N:28]=1)[CH3:26]. Product: [CH3:26][C:25]([NH:37][C:16]1[C:17](=[O:19])[N:18]([C:8]2[CH:13]=[CH:20][C:21]([O:23][C:2]([F:7])([F:6])[F:1])=[CH:10][CH:9]=2)[C@@H:14]([C:8]2[CH:9]=[CH:10][CH:11]=[CH:12][CH:13]=2)[CH:15]=1)([C:27]1[CH:32]=[CH:31][CH:30]=[C:29]([C:33]([F:35])([F:36])[F:34])[N:28]=1)[CH3:24]. The catalyst class is: 93. (2) Reactant: [F:1][C:2]1[CH:19]=[C:18]([F:20])[CH:17]=[C:16]2[C:3]=1[S:4][CH:5]([C:26]1[CH:31]=[CH:30][C:29]([O:32][CH2:33][CH2:34][N:35]3[CH2:40][CH2:39][CH2:38][CH2:37][CH2:36]3)=[CH:28][CH:27]=1)[C:6]1[C:15]2=[CH:14][CH:13]=[C:12]2[C:7]=1[CH:8]=[CH:9][C:10]([O:21]S(C)(=O)=O)=[CH:11]2.[OH-].[K+].[Cl-:43].[NH4+].Cl.CCOCC. Product: [ClH:43].[F:1][C:2]1[CH:19]=[C:18]([F:20])[CH:17]=[C:16]2[C:3]=1[S:4][CH:5]([C:26]1[CH:27]=[CH:28][C:29]([O:32][CH2:33][CH2:34][N:35]3[CH2:36][CH2:37][CH2:38][CH2:39][CH2:40]3)=[CH:30][CH:31]=1)[C:6]1[C:15]2=[CH:14][CH:13]=[C:12]2[C:7]=1[CH:8]=[CH:9][C:10]([OH:21])=[CH:11]2. The catalyst class is: 100. (3) Reactant: [Cl:1][C:2]1[CH:7]=[CH:6][CH:5]=[CH:4][C:3]=1[CH:8]([O:10][C:11](=[O:34])[NH:12][C:13]1[C:14]([CH3:33])=[N:15][O:16][C:17]=1[C:18]1[CH:23]=[CH:22][CH:21]=[C:20](B2OC(C)(C)C(C)(C)O2)[CH:19]=1)[CH3:9].[CH2:35]([O:37][C:38]([CH:40]1[CH2:45][CH2:44][C:43](OS(C(F)(F)F)(=O)=O)=[CH:42][CH2:41]1)=[O:39])[CH3:36].C(=O)([O-])[O-].[Na+].[Na+]. Product: [CH2:35]([O:37][C:38]([CH:40]1[CH2:45][CH2:44][C:43]([C:20]2[CH:21]=[CH:22][CH:23]=[C:18]([C:17]3[O:16][N:15]=[C:14]([CH3:33])[C:13]=3[NH:12][C:11]([O:10][CH:8]([C:3]3[CH:4]=[CH:5][CH:6]=[CH:7][C:2]=3[Cl:1])[CH3:9])=[O:34])[CH:19]=2)=[CH:42][CH2:41]1)=[O:39])[CH3:36]. The catalyst class is: 600. (4) Reactant: [NH2:1][C:2]1[CH:9]=[CH:8][C:5]([C:6]#[N:7])=[CH:4][C:3]=1[F:10].[Br:11]Br. Product: [NH2:1][C:2]1[C:3]([F:10])=[CH:4][C:5]([C:6]#[N:7])=[CH:8][C:9]=1[Br:11]. The catalyst class is: 15. (5) Reactant: Br[C:2]1[C:3]([NH2:8])=[N:4][CH:5]=[CH:6][CH:7]=1.[CH3:9][S:10]([O-:12])=[O:11].[Na+].N1CCC[C@H]1C(O)=O.[OH-].[Na+]. Product: [CH3:9][S:10]([C:2]1[C:3]([NH2:8])=[N:4][CH:5]=[CH:6][CH:7]=1)(=[O:12])=[O:11]. The catalyst class is: 156.